Dataset: Catalyst prediction with 721,799 reactions and 888 catalyst types from USPTO. Task: Predict which catalyst facilitates the given reaction. (1) Reactant: [CH3:1][C:2]1[CH:7]=[C:6]([CH3:8])[CH:5]=[CH:4][C:3]=1[NH:9][NH:10][C:11](=O)[C:12]([F:15])([F:14])[F:13].C([O-])(=O)C.[CH:21](N)=[NH2+:22].C([O-])(O)=O.[Na+]. Product: [CH3:1][C:2]1[CH:7]=[C:6]([CH3:8])[CH:5]=[CH:4][C:3]=1[N:9]1[CH:21]=[N:22][C:11]([C:12]([F:15])([F:14])[F:13])=[N:10]1. The catalyst class is: 10. (2) Reactant: [Br:1][C:2]1[CH:7]=[CH:6][N:5]=[C:4]([CH3:8])[CH:3]=1.C1C=C(Cl)C=C(C(OO)=[O:17])C=1. Product: [Br:1][C:2]1[CH:7]=[CH:6][N+:5]([O-:17])=[C:4]([CH3:8])[CH:3]=1. The catalyst class is: 2.